Dataset: Full USPTO retrosynthesis dataset with 1.9M reactions from patents (1976-2016). Task: Predict the reactants needed to synthesize the given product. Given the product [CH3:13][S:10]([CH2:9][C:7]1[CH:6]=[C:5]([N:14]2[CH2:19][CH2:18][O:17][CH2:16][CH2:15]2)[N:4]=[C:3]([C:25]2[CH:26]=[CH:27][C:22]([CH2:21][NH2:20])=[CH:23][CH:24]=2)[N:8]=1)(=[O:12])=[O:11], predict the reactants needed to synthesize it. The reactants are: CS[C:3]1[N:8]=[C:7]([CH2:9][S:10]([CH3:13])(=[O:12])=[O:11])[CH:6]=[C:5]([N:14]2[CH2:19][CH2:18][O:17][CH2:16][CH2:15]2)[N:4]=1.[NH2:20][CH2:21][C:22]1[CH:27]=[CH:26][C:25](B(O)O)=[CH:24][CH:23]=1.